From a dataset of Forward reaction prediction with 1.9M reactions from USPTO patents (1976-2016). Predict the product of the given reaction. Given the reactants C(OCC)C.[NH2:6][C:7]1[CH:16]=[CH:15][C:14]([C:17]([C:19]2[N:23]3[CH:24]=[CH:25][CH:26]=[CH:27][C:22]3=[C:21]([N:28]=C(C3C=CC=CC=3)C3C=CC=CC=3)[N:20]=2)=[O:18])=[CH:13][C:8]=1[C:9]([O:11][CH3:12])=[O:10].[Cl:42]CCl, predict the reaction product. The product is: [ClH:42].[NH2:6][C:7]1[CH:16]=[CH:15][C:14]([C:17]([C:19]2[N:23]3[CH:24]=[CH:25][CH:26]=[CH:27][C:22]3=[C:21]([NH2:28])[N:20]=2)=[O:18])=[CH:13][C:8]=1[C:9]([O:11][CH3:12])=[O:10].